From a dataset of Full USPTO retrosynthesis dataset with 1.9M reactions from patents (1976-2016). Predict the reactants needed to synthesize the given product. (1) The reactants are: [Cl:1][C:2]1[CH:3]=[C:4]([C@@H:8]([NH2:10])[CH3:9])[CH:5]=[CH:6][CH:7]=1.C([O:15][C:16]([C:18]1[CH:23]=[CH:22][CH:21]=[CH:20][C:19]=1[C:24]1[CH:29]=[CH:28][C:27]([CH2:30][N:31]2[C:39]3[C:34](=[CH:35][C:36]([C:40](O)=[O:41])=[CH:37][CH:38]=3)[C:33]([CH3:43])=[C:32]2[CH3:44])=[CH:26][CH:25]=1)=[O:17])(C)(C)C. Given the product [Cl:1][C:2]1[CH:3]=[C:4]([C@@H:8]([NH:10][C:40]([C:36]2[CH:35]=[C:34]3[C:39](=[CH:38][CH:37]=2)[N:31]([CH2:30][C:27]2[CH:26]=[CH:25][C:24]([C:19]4[C:18]([C:16]([OH:17])=[O:15])=[CH:23][CH:22]=[CH:21][CH:20]=4)=[CH:29][CH:28]=2)[C:32]([CH3:44])=[C:33]3[CH3:43])=[O:41])[CH3:9])[CH:5]=[CH:6][CH:7]=1, predict the reactants needed to synthesize it. (2) Given the product [C:1]([C:5]1[CH:6]=[C:7]([NH:8][C:33]([NH:32][C:29]2[CH:28]=[CH:27][C:26]([O:25][C:23]3[CH:24]=[C:19]([Cl:18])[N:20]=[CH:21][N:22]=3)=[CH:31][CH:30]=2)=[O:34])[N:10]([C:11]2[CH:16]=[CH:15][C:14]([F:17])=[CH:13][CH:12]=2)[N:9]=1)([CH3:4])([CH3:3])[CH3:2], predict the reactants needed to synthesize it. The reactants are: [C:1]([C:5]1[CH:6]=[C:7]([NH:10][C:11]2[CH:16]=[CH:15][C:14]([F:17])=[CH:13][CH:12]=2)[NH:8][N:9]=1)([CH3:4])([CH3:3])[CH3:2].[Cl:18][C:19]1[CH:24]=[C:23]([O:25][C:26]2[CH:31]=[CH:30][C:29]([N:32]=[C:33]=[O:34])=[CH:28][CH:27]=2)[N:22]=[CH:21][N:20]=1. (3) Given the product [Si:7]([O:14][CH2:15][CH2:16][CH2:17][O:31][C:30]1[C:29]([F:32])=[CH:28][C:22]([C:23]([O:25][CH2:26][CH3:27])=[O:24])=[CH:21][C:20]=1[Cl:19])([C:10]([CH3:13])([CH3:12])[CH3:11])([CH3:9])[CH3:8], predict the reactants needed to synthesize it. The reactants are: C(=O)([O-])[O-].[K+].[K+].[Si:7]([O:14][CH2:15][CH2:16][CH2:17]Br)([C:10]([CH3:13])([CH3:12])[CH3:11])([CH3:9])[CH3:8].[Cl:19][C:20]1[CH:21]=[C:22]([CH:28]=[C:29]([F:32])[C:30]=1[OH:31])[C:23]([O:25][CH2:26][CH3:27])=[O:24]. (4) The reactants are: [CH3:1][C:2]1[C:19]([O:20]C(=O)C)=[CH:18][C:5]2[CH:6]=[C:7]([C:9](=[O:17])[CH2:10][N:11]3[CH2:16][CH2:15][O:14][CH2:13][CH2:12]3)[O:8][C:4]=2[C:3]=1[CH3:24].C(=O)(O)[O-].[Na+]. Given the product [OH:20][C:19]1[C:2]([CH3:1])=[C:3]([CH3:24])[C:4]2[O:8][C:7]([C:9](=[O:17])[CH2:10][N:11]3[CH2:16][CH2:15][O:14][CH2:13][CH2:12]3)=[CH:6][C:5]=2[CH:18]=1, predict the reactants needed to synthesize it. (5) Given the product [Cl:32][C:26]1[CH:27]=[CH:28][CH:29]=[C:30]([F:31])[C:25]=1[N:22]1[C:23](=[NH:24])[C:17]2[C:18](=[N:19][C:14]([NH:12][C:6]3[CH:5]=[C:4]4[C:9]([CH2:10][CH2:11][N:2]([CH3:1])[CH2:3]4)=[CH:8][CH:7]=3)=[N:15][CH:16]=2)[NH:20][C:21]1=[O:33], predict the reactants needed to synthesize it. The reactants are: [CH3:1][N:2]1[CH2:11][CH2:10][C:9]2[C:4](=[CH:5][C:6]([NH2:12])=[CH:7][CH:8]=2)[CH2:3]1.Cl[C:14]1[N:19]=[C:18]2[NH:20][C:21](=[O:33])[N:22]([C:25]3[C:30]([F:31])=[CH:29][CH:28]=[CH:27][C:26]=3[Cl:32])[C:23](=[NH:24])[C:17]2=[CH:16][N:15]=1.ClC1N=C2NC(=O)N(C3C(Cl)=CC=CC=3Cl)C(=N)C2=CN=1. (6) Given the product [CH3:25][C:26]1[C:30]([NH:31][C:9]([C:8]2[C:3]([CH2:1][CH3:2])=[N:4][C:5]([S:12][CH3:13])=[N:6][CH:7]=2)=[O:11])=[C:29]([CH3:32])[O:28][N:27]=1, predict the reactants needed to synthesize it. The reactants are: [CH2:1]([C:3]1[C:8]([C:9]([OH:11])=O)=[CH:7][N:6]=[C:5]([S:12][CH3:13])[N:4]=1)[CH3:2].CN(C)C=O.C(Cl)(=O)C(Cl)=O.[CH3:25][C:26]1[C:30]([NH2:31])=[C:29]([CH3:32])[O:28][N:27]=1. (7) Given the product [NH2:11][CH:12]1[N:18]=[C:17]([C:19]2[CH:24]=[CH:23][CH:22]=[CH:21][CH:20]=2)[C:16]2[CH:25]=[CH:26][CH:27]=[CH:28][C:15]=2[N:14]([CH2:29][CH:30]([CH3:31])[CH3:32])[C:13]1=[O:33], predict the reactants needed to synthesize it. The reactants are: C(OC([NH:11][CH:12]1[N:18]=[C:17]([C:19]2[CH:24]=[CH:23][CH:22]=[CH:21][CH:20]=2)[C:16]2[CH:25]=[CH:26][CH:27]=[CH:28][C:15]=2[N:14]([CH2:29][CH:30]([CH3:32])[CH3:31])[C:13]1=[O:33])=O)C1C=CC=CC=1.Br. (8) Given the product [C:6]([N:13]1[CH2:18][CH2:17][CH2:16][CH2:15][CH:14]1/[CH:19]=[CH:2]\[CH3:3])([O:8][C:9]([CH3:12])([CH3:11])[CH3:10])=[O:7], predict the reactants needed to synthesize it. The reactants are: [Li][CH2:2][CH2:3]CC.[C:6]([N:13]1[CH2:18][CH2:17][CH2:16][CH2:15][CH:14]1[CH:19]=O)([O:8][C:9]([CH3:12])([CH3:11])[CH3:10])=[O:7].CCOC(C)=O.CCCCCC.